This data is from Choline transporter screen with 302,306 compounds. The task is: Binary Classification. Given a drug SMILES string, predict its activity (active/inactive) in a high-throughput screening assay against a specified biological target. The molecule is O=C1N(CCCc2ccccc2)c2c(C1=O)cccc2. The result is 0 (inactive).